From a dataset of Peptide-MHC class I binding affinity with 185,985 pairs from IEDB/IMGT. Regression. Given a peptide amino acid sequence and an MHC pseudo amino acid sequence, predict their binding affinity value. This is MHC class I binding data. (1) The binding affinity (normalized) is 0.0847. The peptide sequence is NQRETTVVW. The MHC is HLA-A02:01 with pseudo-sequence HLA-A02:01. (2) The peptide sequence is GFINTKEYK. The MHC is HLA-A03:01 with pseudo-sequence HLA-A03:01. The binding affinity (normalized) is 0.368. (3) The peptide sequence is LTFGWCFKL. The MHC is HLA-B44:03 with pseudo-sequence HLA-B44:03. The binding affinity (normalized) is 0.248. (4) The peptide sequence is GTIKGGEMK. The MHC is HLA-A11:01 with pseudo-sequence HLA-A11:01. The binding affinity (normalized) is 0.640.